From a dataset of Forward reaction prediction with 1.9M reactions from USPTO patents (1976-2016). Predict the product of the given reaction. (1) Given the reactants Cl.[NH2:2][C:3]1[CH:7]=[CH:6][NH:5][C:4]=1[C:8]([O:10][CH2:11][CH3:12])=[O:9].[C:13](O[C:13]([O:15][C:16]([CH3:19])([CH3:18])[CH3:17])=[O:14])([O:15][C:16]([CH3:19])([CH3:18])[CH3:17])=[O:14], predict the reaction product. The product is: [C:16]([O:15][C:13]([NH:2][C:3]1[CH:7]=[CH:6][NH:5][C:4]=1[C:8]([O:10][CH2:11][CH3:12])=[O:9])=[O:14])([CH3:19])([CH3:18])[CH3:17]. (2) Given the reactants [C:1]([C:5]1[CH:6]=[C:7]([C@H:11]([NH:13][C@@H:14]2[C@@H:19]([OH:20])[C@H:18]([CH2:21][C:22]3[CH:27]=[C:26]([O:28][C@H:29]([CH2:34][O:35][CH3:36])[C:30]([F:33])([F:32])[F:31])[C:25]([N+:37]([O-:39])=[O:38])=[C:24]([F:40])[CH:23]=3)[CH2:17][S:16][CH2:15]2)[CH3:12])[CH:8]=[CH:9][CH:10]=1)([CH3:4])([CH3:3])[CH3:2].[OH:41]O, predict the reaction product. The product is: [C:1]([C:5]1[CH:6]=[C:7]([C@H:11]([NH:13][C@@H:14]2[C@@H:19]([OH:20])[C@H:18]([CH2:21][C:22]3[CH:27]=[C:26]([O:28][C@H:29]([CH2:34][O:35][CH3:36])[C:30]([F:32])([F:31])[F:33])[C:25]([N+:37]([O-:39])=[O:38])=[C:24]([F:40])[CH:23]=3)[CH2:17][S:16](=[O:41])[CH2:15]2)[CH3:12])[CH:8]=[CH:9][CH:10]=1)([CH3:2])([CH3:3])[CH3:4].